From a dataset of Reaction yield outcomes from USPTO patents with 853,638 reactions. Predict the reaction yield, written as a fraction of the theoretical maximum amount of product (1.0 means a 100% yield; for example, 0.34 means a 34% yield). The reactants are C([O:3][C:4]([C:6]1[CH:7]=[N:8][N:9]([C:11]2[NH:15][C:14]3[CH:16]=[C:17]([Cl:27])[C:18]([O:20][C:21]4[CH:26]=[CH:25][CH:24]=[CH:23][CH:22]=4)=[CH:19][C:13]=3[N:12]=2)[CH:10]=1)=[O:5])C.Cl.O. The catalyst is C(O)(=O)C. The product is [Cl:27][C:17]1[C:18]([O:20][C:21]2[CH:22]=[CH:23][CH:24]=[CH:25][CH:26]=2)=[CH:19][C:13]2[N:12]=[C:11]([N:9]3[CH:10]=[C:6]([C:4]([OH:5])=[O:3])[CH:7]=[N:8]3)[NH:15][C:14]=2[CH:16]=1. The yield is 0.900.